Dataset: Catalyst prediction with 721,799 reactions and 888 catalyst types from USPTO. Task: Predict which catalyst facilitates the given reaction. (1) Reactant: C(OC(=O)[NH:7][C@@H:8]1[CH2:13][CH2:12][N:11]([C:14]2[CH:19]=[C:18]([C:20]#[N:21])[CH:17]=[C:16]([NH:22][C:23]3[N:28]=[C:27]([N:29](CC)[CH2:30][C:31]4C=CC(OC)=CC=4)[C:26]4=[N:41][CH:42]=[C:43]([C:44]#[N:45])[N:25]4[N:24]=3)[C:15]=2[Cl:46])[CH2:10][C@H:9]1[OH:47])(C)(C)C.C1(OC)C=CC=CC=1.C(O)(C(F)(F)F)=O. Product: [NH2:7][C@@H:8]1[CH2:13][CH2:12][N:11]([C:14]2[C:15]([Cl:46])=[C:16]([NH:22][C:23]3[N:28]=[C:27]([NH:29][CH2:30][CH3:31])[C:26]4=[N:41][CH:42]=[C:43]([C:44]#[N:45])[N:25]4[N:24]=3)[CH:17]=[C:18]([C:20]#[N:21])[CH:19]=2)[CH2:10][C@H:9]1[OH:47]. The catalyst class is: 26. (2) Reactant: [Br:1][C:2]1[N:7]=[C:6]([C:8]2[CH:13]=[C:12]([OH:14])[CH:11]=[C:10]([CH3:15])[N:9]=2)[CH:5]=[CH:4][CH:3]=1.C(=O)([O-])[O-].[K+].[K+].[CH2:22](Br)[C:23]1[CH:28]=[CH:27][CH:26]=[CH:25][CH:24]=1.O. Product: [CH2:22]([O:14][C:12]1[CH:11]=[C:10]([CH3:15])[N:9]=[C:8]([C:6]2[CH:5]=[CH:4][CH:3]=[C:2]([Br:1])[N:7]=2)[CH:13]=1)[C:23]1[CH:28]=[CH:27][CH:26]=[CH:25][CH:24]=1. The catalyst class is: 3. (3) Reactant: [CH2:1]([O:8][C:9]1[CH:14]=[N:13][N:12](C2CCCCO2)[C:11](=[O:21])[CH:10]=1)[C:2]1[CH:7]=[CH:6][CH:5]=[CH:4][CH:3]=1.Cl. Product: [CH2:1]([O:8][C:9]1[CH:14]=[N:13][NH:12][C:11](=[O:21])[CH:10]=1)[C:2]1[CH:7]=[CH:6][CH:5]=[CH:4][CH:3]=1. The catalyst class is: 5. (4) Product: [CH:1]1([C:4]2[NH:15][C:7]3=[N:8][CH:9]=[CH:10][C:11]([C:17]4[CH:22]=[CH:21][C:20]([S:23]([NH:26][C@@H:27]([CH2:32][OH:33])[CH2:28][CH3:29])(=[O:25])=[O:24])=[CH:19][CH:18]=4)=[C:6]3[CH:5]=2)[CH2:3][CH2:2]1. The catalyst class is: 38. Reactant: [CH:1]1([C:4]2[NH:15][C:7]3=[N:8][CH:9]=[CH:10][C:11](B(O)O)=[C:6]3[CH:5]=2)[CH2:3][CH2:2]1.Br[C:17]1[CH:22]=[CH:21][C:20]([S:23]([NH:26][C:27]2([CH2:32][OH:33])CC[CH2:29][CH2:28]2)(=[O:25])=[O:24])=[CH:19][CH:18]=1.P([O-])([O-])([O-])=O.[K+].[K+].[K+].C(#N)C. (5) Reactant: [BH4-].[Na+].[CH2:3]([NH:5][C:6]([C:8]1[C:12]([NH:13][CH2:14][C:15]2[O:19][N:18]=[C:17]([C:20](OC)=[O:21])[CH:16]=2)=[C:11]([C:24]2[CH:29]=[C:28]([Cl:30])[C:27]([OH:31])=[CH:26][C:25]=2[OH:32])[O:10][N:9]=1)=[O:7])[CH3:4].Cl. Product: [OH:21][CH2:20][C:17]1[CH:16]=[C:15]([CH2:14][NH:13][C:12]2[C:8]([C:6]([NH:5][CH2:3][CH3:4])=[O:7])=[N:9][O:10][C:11]=2[C:24]2[CH:29]=[C:28]([Cl:30])[C:27]([OH:31])=[CH:26][C:25]=2[OH:32])[O:19][N:18]=1. The catalyst class is: 88. (6) Reactant: [F-].C([N+](CCCC)(CCCC)CCCC)CCC.O1CCCC1.O1CCCC1.[CH2:29]([O:36][C:37]1[CH:61]=[CH:60][C:59]([CH:62]2[CH2:67][CH2:66][N:65]([CH2:68][CH2:69][O:70][Si](C(C)(C)C)(C)C)[CH2:64][CH2:63]2)=[CH:58][C:38]=1[C:39]([NH:41][C:42]1[CH:51]=[C:50]([C:52]2[CH:57]=[CH:56][CH:55]=[CH:54][CH:53]=2)[CH:49]=[CH:48][C:43]=1[C:44]([O:46][CH3:47])=[O:45])=[O:40])[C:30]1[CH:35]=[CH:34][CH:33]=[CH:32][CH:31]=1.O. Product: [CH2:29]([O:36][C:37]1[CH:61]=[CH:60][C:59]([CH:62]2[CH2:63][CH2:64][N:65]([CH2:68][CH2:69][OH:70])[CH2:66][CH2:67]2)=[CH:58][C:38]=1[C:39]([NH:41][C:42]1[CH:51]=[C:50]([C:52]2[CH:57]=[CH:56][CH:55]=[CH:54][CH:53]=2)[CH:49]=[CH:48][C:43]=1[C:44]([O:46][CH3:47])=[O:45])=[O:40])[C:30]1[CH:31]=[CH:32][CH:33]=[CH:34][CH:35]=1. The catalyst class is: 13.